Dataset: Forward reaction prediction with 1.9M reactions from USPTO patents (1976-2016). Task: Predict the product of the given reaction. (1) Given the reactants C(OC(=O)[NH:10][C:11]1[C:12]([C:27]([NH:29][C:30]2[CH:31]=[N:32][CH:33]=[CH:34][C:35]=2[N:36]2[CH2:41][C@H:40]([CH3:42])[CH2:39][C@H:38]([NH:43][C:44]([O:46][C:47]([CH3:50])([CH3:49])[CH3:48])=[O:45])[CH2:37]2)=[O:28])=[N:13][C:14]2[C:19]([CH:20]=1)=[CH:18][CH:17]=[C:16]([C:21]1[CH2:22][CH2:23][O:24][CH2:25][CH:26]=1)[CH:15]=2)C1C=CC=CC=1.[H][H], predict the reaction product. The product is: [NH2:10][C:11]1[C:12]([C:27]([NH:29][C:30]2[CH:31]=[N:32][CH:33]=[CH:34][C:35]=2[N:36]2[CH2:41][C@H:40]([CH3:42])[CH2:39][C@H:38]([NH:43][C:44](=[O:45])[O:46][C:47]([CH3:50])([CH3:49])[CH3:48])[CH2:37]2)=[O:28])=[N:13][C:14]2[C:19]([CH:20]=1)=[CH:18][CH:17]=[C:16]([CH:21]1[CH2:26][CH2:25][O:24][CH2:23][CH2:22]1)[CH:15]=2. (2) Given the reactants [Br:1][C:2]1[CH:7]=[CH:6][CH:5]=[CH:4][C:3]=1I.B(O)O.C(=O)(O)[O-].[Na+].[OH-].[Na+], predict the reaction product. The product is: [Br:1][C:2]1[CH:7]=[C:6]([C:2]2[CH:7]=[CH:6][CH:5]=[CH:4][CH:3]=2)[CH:5]=[CH:4][CH:3]=1. (3) Given the reactants [OH:1][C:2]1[N:3]=[C:4]([C:25]2[CH:30]=[CH:29][C:28]([O:31][CH3:32])=[CH:27][CH:26]=2)[N:5]([CH2:18][C:19]2[CH:24]=[CH:23][CH:22]=[CH:21][CH:20]=2)[C:6](=[O:17])[C:7]=1[C:8]([NH:10][CH2:11][C:12]([O:14]CC)=[O:13])=[O:9].N(CC(OCC)=O)=C=O.C(N(CC)C(C)C)(C)C.Cl, predict the reaction product. The product is: [OH:1][C:2]1[N:3]=[C:4]([C:25]2[CH:26]=[CH:27][C:28]([O:31][CH3:32])=[CH:29][CH:30]=2)[N:5]([CH2:18][C:19]2[CH:24]=[CH:23][CH:22]=[CH:21][CH:20]=2)[C:6](=[O:17])[C:7]=1[C:8]([NH:10][CH2:11][C:12]([OH:14])=[O:13])=[O:9].